From a dataset of TCR-epitope binding with 47,182 pairs between 192 epitopes and 23,139 TCRs. Binary Classification. Given a T-cell receptor sequence (or CDR3 region) and an epitope sequence, predict whether binding occurs between them. The epitope is IVTDFSVIK. The TCR CDR3 sequence is CASSPSEWGGGDTDTQYF. Result: 1 (the TCR binds to the epitope).